This data is from Full USPTO retrosynthesis dataset with 1.9M reactions from patents (1976-2016). The task is: Predict the reactants needed to synthesize the given product. (1) Given the product [CH3:40][O:39][C:36]1[N:37]=[C:38]2[C:33](=[CH:34][CH:35]=1)[N:32]=[CH:31][CH:30]=[C:29]2[N:26]1[CH2:27][CH2:28][CH:24]([N:23]([CH2:22][CH2:21][NH:20][C:18](=[O:19])[C:17]([F:42])([F:16])[F:41])[C:9](=[O:10])[O:11][C:12]([CH3:13])([CH3:14])[CH3:15])[CH2:25]1, predict the reactants needed to synthesize it. The reactants are: [C:9](O[C:9]([O:11][C:12]([CH3:15])([CH3:14])[CH3:13])=[O:10])([O:11][C:12]([CH3:15])([CH3:14])[CH3:13])=[O:10].[F:16][C:17]([F:42])([F:41])[C:18]([NH:20][CH2:21][CH2:22][NH:23][CH:24]1[CH2:28][CH2:27][N:26]([C:29]2[C:38]3[C:33](=[CH:34][CH:35]=[C:36]([O:39][CH3:40])[N:37]=3)[N:32]=[CH:31][CH:30]=2)[CH2:25]1)=[O:19]. (2) Given the product [F:1][C:2]1[CH:3]=[C:4]([CH:29]=[CH:30][C:31]=1[F:32])[CH2:5][NH:6][C:7]([C:9]1[C:17]2[C:12](=[CH:13][C:14]([O:18][CH3:19])=[CH:15][CH:16]=2)[N:11]([CH2:20][C:21]2[CH:26]=[CH:25][CH:24]=[CH:23][N:22]=2)[C:10]=1[CH2:27][N:34]([CH3:35])[CH3:33])=[O:8], predict the reactants needed to synthesize it. The reactants are: [F:1][C:2]1[CH:3]=[C:4]([CH:29]=[CH:30][C:31]=1[F:32])[CH2:5][NH:6][C:7]([C:9]1[C:17]2[C:12](=[CH:13][C:14]([O:18][CH3:19])=[CH:15][CH:16]=2)[N:11]([CH2:20][C:21]2[CH:26]=[CH:25][CH:24]=[CH:23][N:22]=2)[C:10]=1[CH:27]=O)=[O:8].[CH3:33][NH:34][CH3:35].CC(O)=O.[BH-](OC(C)=O)(OC(C)=O)OC(C)=O.[Na+]. (3) Given the product [CH3:1][NH:2][C:3](=[O:23])[C:4]1[CH:9]=[C:8]([O:10][C:11]2[CH:22]=[CH:21][C:14]3[N:15]=[C:16]([NH:36][C:35]4[CH:37]=[CH:38][CH:39]=[CH:40][C:34]=4[O:33][CH2:32][CH2:31][N:28]4[CH2:29][CH2:30][N:25]([CH3:24])[CH2:26][CH2:27]4)[S:17][C:13]=3[CH:12]=2)[CH:7]=[CH:6][N:5]=1, predict the reactants needed to synthesize it. The reactants are: [CH3:1][NH:2][C:3](=[O:23])[C:4]1[CH:9]=[C:8]([O:10][C:11]2[CH:22]=[CH:21][C:14]3[N:15]=[C:16](S(C)=O)[S:17][C:13]=3[CH:12]=2)[CH:7]=[CH:6][N:5]=1.[CH3:24][N:25]1[CH2:30][CH2:29][N:28]([CH2:31][CH2:32][O:33][C:34]2[CH:40]=[CH:39][CH:38]=[CH:37][C:35]=2[NH2:36])[CH2:27][CH2:26]1. (4) Given the product [CH2:1]([O:23][C:24]1[CH:36]=[CH:35][C:34]2[C:33]3[C:28](=[CH:29][CH:30]=[CH:31][CH:32]=3)[C:27]([C:42]3[CH:43]=[CH:44][C:39]([Cl:38])=[CH:40][CH:41]=3)([OH:37])[C:26]=2[CH:25]=1)[CH2:2][CH2:3][CH2:4][CH2:5][CH2:6][CH2:7][CH2:8][CH2:9][CH2:10][CH2:11][CH2:12][CH2:13][CH2:14][CH2:15][CH2:16][CH2:17][CH2:18][CH2:19][CH2:20][CH2:21][CH3:22], predict the reactants needed to synthesize it. The reactants are: [CH2:1]([O:23][C:24]1[CH:36]=[CH:35][C:34]2[C:33]3[C:28](=[CH:29][CH:30]=[CH:31][CH:32]=3)[C:27](=[O:37])[C:26]=2[CH:25]=1)[CH2:2][CH2:3][CH2:4][CH2:5][CH2:6][CH2:7][CH2:8][CH2:9][CH2:10][CH2:11][CH2:12][CH2:13][CH2:14][CH2:15][CH2:16][CH2:17][CH2:18][CH2:19][CH2:20][CH2:21][CH3:22].[Cl:38][C:39]1[CH:44]=[CH:43][C:42]([Mg]Br)=[CH:41][CH:40]=1.Cl.